Dataset: Reaction yield outcomes from USPTO patents with 853,638 reactions. Task: Predict the reaction yield, written as a fraction of the theoretical maximum amount of product (1.0 means a 100% yield; for example, 0.34 means a 34% yield). (1) The reactants are [CH3:1][N:2]([C:6]1[CH:11]=[CH:10][C:9]([NH:12][CH2:13][CH:14]2[CH2:19][CH2:18][O:17][CH2:16][CH2:15]2)=[C:8]([N+:20]([O-])=O)[CH:7]=1)[C:3](=[O:5])[CH3:4]. The catalyst is C(OCC)(=O)C.[Pd]. The product is [NH2:20][C:8]1[CH:7]=[C:6]([N:2]([CH3:1])[C:3](=[O:5])[CH3:4])[CH:11]=[CH:10][C:9]=1[NH:12][CH2:13][CH:14]1[CH2:15][CH2:16][O:17][CH2:18][CH2:19]1. The yield is 1.00. (2) The reactants are [CH:1]([C:4]1[CH:18]=[C:17]([O:19][CH3:20])[C:16]([O:21][CH3:22])=[CH:15][C:5]=1[CH:6]=NC(C(C)C)C(C)C)([CH3:3])[CH3:2].Cl.C1C[O:27]CC1. No catalyst specified. The product is [CH:1]([C:4]1[CH:18]=[C:17]([O:19][CH3:20])[C:16]([O:21][CH3:22])=[CH:15][C:5]=1[CH:6]=[O:27])([CH3:3])[CH3:2]. The yield is 0.430. (3) The reactants are [CH2:1]([O:3][C:4](=[O:19])[CH2:5][C:6]([NH:8]/[C:9](/[CH3:18])=[C:10](/[CH2:16][CH3:17])\[C:11]([O:13]CC)=O)=[O:7])[CH3:2].C[O-].[Na+].Cl. The catalyst is CCO. The product is [CH2:16]([C:10]1[C:11]([OH:13])=[C:5]([C:4]([O:3][CH2:1][CH3:2])=[O:19])[C:6](=[O:7])[NH:8][C:9]=1[CH3:18])[CH3:17]. The yield is 0.460. (4) The reactants are [F-].C([N+](CCCC)(CCCC)CCCC)CCC.[Si]([O:36][CH2:37][CH2:38][O:39][CH2:40][C@H:41]([O:52][C:53]1[N:58]=[CH:57][N:56]=[C:55]2[N:59]([C:62]3[CH:67]=[CH:66][CH:65]=[C:64]([F:68])[C:63]=3[CH3:69])[N:60]=[CH:61][C:54]=12)[C:42]([NH:44][C:45]1[CH:50]=[CH:49][C:48]([Cl:51])=[CH:47][N:46]=1)=[O:43])(C(C)(C)C)(C1C=CC=CC=1)C1C=CC=CC=1.[Cl-].[NH4+]. The catalyst is C1COCC1.CCOC(C)=O. The product is [Cl:51][C:48]1[CH:49]=[CH:50][C:45]([NH:44][C:42](=[O:43])[C@@H:41]([O:52][C:53]2[C:54]3[CH:61]=[N:60][N:59]([C:62]4[CH:67]=[CH:66][CH:65]=[C:64]([F:68])[C:63]=4[CH3:69])[C:55]=3[N:56]=[CH:57][N:58]=2)[CH2:40][O:39][CH2:38][CH2:37][OH:36])=[N:46][CH:47]=1. The yield is 0.620. (5) The reactants are [Si]([O:8][CH2:9][CH2:10][CH2:11][CH2:12]/[C:13](/[C:24]([O:26][CH3:27])=[O:25])=[C:14](/[C:20]([O:22][CH3:23])=[O:21])\[CH2:15][C:16]([O:18][CH3:19])=[O:17])(C(C)(C)C)(C)C.C([O-])(O)=O.[Na+].C(Cl)Cl. The catalyst is Cl. The product is [OH:8][CH2:9][CH2:10][CH2:11][CH2:12]/[C:13](/[C:24]([O:26][CH3:27])=[O:25])=[C:14](/[C:20]([O:22][CH3:23])=[O:21])\[CH2:15][C:16]([O:18][CH3:19])=[O:17]. The yield is 0.950. (6) The reactants are [N:1]1[C:9]2[CH2:8][CH:7](C(O)=O)[CH2:6][C:5]=2[CH:4]=[CH:3][CH:2]=1.CC[N:15]([CH2:18]C)CC.[CH3:20][C:21]([OH:24])([CH3:23])[CH3:22].C1C=CC(P(N=[N+]=[N-])(C2C=CC=CC=2)=[O:32])=CC=1. The catalyst is O1CCOCC1. The product is [C:21]([O:24][C:18](=[O:32])[NH:15][CH:7]1[CH2:8][C:9]2[N:1]=[CH:2][CH:3]=[CH:4][C:5]=2[CH2:6]1)([CH3:23])([CH3:22])[CH3:20]. The yield is 0.350. (7) The reactants are [CH2:1]([C@:8]12[C:21]3[C:16](=[CH:17][C:18]([C:22]([O:24][CH3:25])=[O:23])=[CH:19][CH:20]=3)[CH2:15][CH2:14][C@H:13]1[CH2:12][C:11]1(OCC[O:26]1)[CH2:10][CH2:9]2)[C:2]1[CH:7]=[CH:6][CH:5]=[CH:4][CH:3]=1.O. The catalyst is C(Cl)Cl. The product is [CH2:1]([C@@:8]12[CH2:9][CH2:10][C:11](=[O:26])[CH2:12][C@@H:13]1[CH2:14][CH2:15][C:16]1[CH:17]=[C:18]([C:22]([O:24][CH3:25])=[O:23])[CH:19]=[CH:20][C:21]2=1)[C:2]1[CH:3]=[CH:4][CH:5]=[CH:6][CH:7]=1. The yield is 0.990.